This data is from CYP1A2 inhibition data for predicting drug metabolism from PubChem BioAssay. The task is: Regression/Classification. Given a drug SMILES string, predict its absorption, distribution, metabolism, or excretion properties. Task type varies by dataset: regression for continuous measurements (e.g., permeability, clearance, half-life) or binary classification for categorical outcomes (e.g., BBB penetration, CYP inhibition). Dataset: cyp1a2_veith. (1) The molecule is CN(C)CCn1nnnc1SCC1=C(C(=O)O)N2C(=O)[C@@H](NC(=O)Cc3csc(N)n3)[C@@H]2SC1. The result is 0 (non-inhibitor). (2) The drug is CCOc1ccc2[nH]c(=O)c(CN(CCc3ccccc3)C(=O)N3CCCC3)cc2c1. The result is 1 (inhibitor).